From a dataset of NCI-60 drug combinations with 297,098 pairs across 59 cell lines. Regression. Given two drug SMILES strings and cell line genomic features, predict the synergy score measuring deviation from expected non-interaction effect. (1) Drug 1: C1=CC(=CC=C1CCCC(=O)O)N(CCCl)CCCl. Drug 2: CC1=C(C(=CC=C1)Cl)NC(=O)C2=CN=C(S2)NC3=CC(=NC(=N3)C)N4CCN(CC4)CCO. Cell line: NCI-H226. Synergy scores: CSS=32.3, Synergy_ZIP=-3.94, Synergy_Bliss=2.68, Synergy_Loewe=3.75, Synergy_HSA=4.19. (2) Drug 1: CC1OCC2C(O1)C(C(C(O2)OC3C4COC(=O)C4C(C5=CC6=C(C=C35)OCO6)C7=CC(=C(C(=C7)OC)O)OC)O)O. Drug 2: CC1=C(C=C(C=C1)C(=O)NC2=CC(=CC(=C2)C(F)(F)F)N3C=C(N=C3)C)NC4=NC=CC(=N4)C5=CN=CC=C5. Cell line: A549. Synergy scores: CSS=40.7, Synergy_ZIP=3.82, Synergy_Bliss=5.26, Synergy_Loewe=-1.22, Synergy_HSA=4.36.